Predict the reactants needed to synthesize the given product. From a dataset of Full USPTO retrosynthesis dataset with 1.9M reactions from patents (1976-2016). Given the product [ClH:1].[C:2]1([N:8]([CH2:31][CH2:32][C:33]([O:35][CH2:36][CH3:37])=[O:34])[C:9]([C:11]2[CH:12]=[CH:13][C:14]3[S:18][C:17]([CH2:19][S:20]([C:21]4[CH:26]=[CH:25][C:24]([C:27](=[NH:28])[NH2:29])=[CH:23][CH:22]=4)=[O:38])=[N:16][C:15]=3[CH:30]=2)=[O:10])[CH:7]=[CH:6][CH:5]=[CH:4][CH:3]=1, predict the reactants needed to synthesize it. The reactants are: [ClH:1].[C:2]1([N:8]([CH2:31][CH2:32][C:33]([O:35][CH2:36][CH3:37])=[O:34])[C:9]([C:11]2[CH:12]=[CH:13][C:14]3[S:18][C:17]([CH2:19][S:20][C:21]4[CH:26]=[CH:25][C:24]([C:27](=[NH:29])[NH2:28])=[CH:23][CH:22]=4)=[N:16][C:15]=3[CH:30]=2)=[O:10])[CH:7]=[CH:6][CH:5]=[CH:4][CH:3]=1.[OH:38]O.